Dataset: NCI-60 drug combinations with 297,098 pairs across 59 cell lines. Task: Regression. Given two drug SMILES strings and cell line genomic features, predict the synergy score measuring deviation from expected non-interaction effect. Drug 1: CN1CCC(CC1)COC2=C(C=C3C(=C2)N=CN=C3NC4=C(C=C(C=C4)Br)F)OC. Drug 2: CC1=C2C(C(=O)C3(C(CC4C(C3C(C(C2(C)C)(CC1OC(=O)C(C(C5=CC=CC=C5)NC(=O)OC(C)(C)C)O)O)OC(=O)C6=CC=CC=C6)(CO4)OC(=O)C)O)C)O. Cell line: HCC-2998. Synergy scores: CSS=47.3, Synergy_ZIP=9.04, Synergy_Bliss=7.53, Synergy_Loewe=-19.9, Synergy_HSA=8.32.